From a dataset of Catalyst prediction with 721,799 reactions and 888 catalyst types from USPTO. Predict which catalyst facilitates the given reaction. (1) Reactant: [CH2:1]([O:3][C:4]([CH2:6]/[CH:7]=[CH:8]/[CH2:9][CH:10]([CH3:12])[CH3:11])=[O:5])[CH3:2].[N+:13]([CH3:16])([O-:15])=[O:14].[F-].C([N+](CCCC)(CCCC)CCCC)CCC.O. Product: [CH2:1]([O:3][C:4]([CH2:6][CH2:7][CH:8]([CH2:16][N+:13]([O-:15])=[O:14])[CH2:9][CH:10]([CH3:11])[CH3:12])=[O:5])[CH3:2]. The catalyst class is: 1. (2) Reactant: [Cl:1][C:2]1[CH:8]=[CH:7][CH:6]=[CH:5][C:3]=1[NH2:4].B(Cl)(Cl)Cl.[Cl:13][CH2:14][C:15]#N.[Cl-].[Cl-].[Cl-].[Al+3].Cl.[OH-:22].[Na+]. Product: [NH2:4][C:3]1[C:2]([Cl:1])=[CH:8][CH:7]=[CH:6][C:5]=1[C:15](=[O:22])[CH2:14][Cl:13]. The catalyst class is: 451. (3) Reactant: [Br:1][C:2]1[C:11]2[S:12][C:13]([CH3:16])=[C:14]([CH3:15])[C:10]=2[C:9]([C:17]2[CH:22]=[C:21]([CH3:23])[C:20]([OH:24])=[C:19]([CH3:25])[CH:18]=2)=[C:8]2[C:3]=1[CH:4]=[CH:5][CH:6]=[CH:7]2.O[C@@H:27]([CH2:32][C:33]1[CH:38]=[CH:37][CH:36]=[CH:35][CH:34]=1)[C:28]([O:30][CH3:31])=[O:29].C1(P(C2C=CC=CC=2)C2C=CC=CC=2)C=CC=CC=1.N(C(OCC)=O)=NC(OCC)=O. Product: [CH3:31][O:30][C:28](=[O:29])[C@H:27]([O:24][C:20]1[C:21]([CH3:23])=[CH:22][C:17]([C:9]2[C:10]3[C:14]([CH3:15])=[C:13]([CH3:16])[S:12][C:11]=3[C:2]([Br:1])=[C:3]3[C:8]=2[CH:7]=[CH:6][CH:5]=[CH:4]3)=[CH:18][C:19]=1[CH3:25])[CH2:32][C:33]1[CH:34]=[CH:35][CH:36]=[CH:37][CH:38]=1. The catalyst class is: 48.